This data is from Reaction yield outcomes from USPTO patents with 853,638 reactions. The task is: Predict the reaction yield, written as a fraction of the theoretical maximum amount of product (1.0 means a 100% yield; for example, 0.34 means a 34% yield). (1) The reactants are C([NH:8][C:9]1[CH:26]=[C:25]2[C:12]([S:13](=[O:29])(=[O:28])[NH:14][C:15]3[C:24]2=[CH:23][C:22]([Cl:27])=[C:21]2[C:16]=3[N:17]=[CH:18][CH:19]=[CH:20]2)=[CH:11][CH:10]=1)C1C=CC=CC=1.C([O-])(O)=O.[Na+]. The catalyst is Br. The product is [Cl:27][C:22]1[CH:23]=[C:24]2[C:15](=[C:16]3[C:21]=1[CH:20]=[CH:19][CH:18]=[N:17]3)[NH:14][S:13](=[O:28])(=[O:29])[C:12]1[C:25]2=[CH:26][C:9]([NH2:8])=[CH:10][CH:11]=1. The yield is 0.770. (2) The reactants are [CH3:1][C:2]([C:4]1[CH:9]=[CH:8][C:7]([O:10][CH3:11])=[C:6]([F:12])[CH:5]=1)=O.C[Si](C)(C)[NH:15][Si](C)(C)C.[Li].Br[CH2:24][C:25]([O:27]C(C)(C)C)=O.[Cl-].[NH4+:33]. The catalyst is C1COCC1. The product is [F:12][C:6]1[CH:5]=[C:4]([C:2]2[CH2:1][CH2:24][C:25](=[O:27])[NH:33][N:15]=2)[CH:9]=[CH:8][C:7]=1[O:10][CH3:11]. The yield is 0.570.